From a dataset of Full USPTO retrosynthesis dataset with 1.9M reactions from patents (1976-2016). Predict the reactants needed to synthesize the given product. (1) Given the product [Cl:1][C:2]1[CH:3]=[C:4]([CH:18]=[CH:19][C:20]=1[O:21][CH3:22])[CH2:5][O:6][C:7]1[C:12]([C:13]([NH:47][CH2:42][C:41]2[N:40]=[CH:43][CH:44]=[CH:45][N:46]=2)=[O:15])=[CH:11][N:10]=[C:9]([S:16][CH3:17])[N:8]=1, predict the reactants needed to synthesize it. The reactants are: [Cl:1][C:2]1[CH:3]=[C:4]([CH:18]=[CH:19][C:20]=1[O:21][CH3:22])[CH2:5][O:6][C:7]1[C:12]([C:13]([OH:15])=O)=[CH:11][N:10]=[C:9]([S:16][CH3:17])[N:8]=1.CCN(C(C)C)C(C)C.CN(C(O[N:40]1N=[N:47][C:42]2[CH:43]=[CH:44][CH:45]=[N:46][C:41]1=2)=[N+](C)C)C.F[P-](F)(F)(F)(F)F.N1C=CC=NC=1CN. (2) Given the product [Br:1][C:2]1[CH:10]=[CH:9][C:8]([C:11]([OH:13])=[O:12])=[C:7]2[C:3]=1[CH:4]=[CH:5][NH:6]2, predict the reactants needed to synthesize it. The reactants are: [Br:1][C:2]1[CH:10]=[CH:9][C:8]([C:11]([O:13]C)=[O:12])=[C:7]2[C:3]=1[CH:4]=[CH:5][NH:6]2.[OH-].[Li+].